This data is from NCI-60 drug combinations with 297,098 pairs across 59 cell lines. The task is: Regression. Given two drug SMILES strings and cell line genomic features, predict the synergy score measuring deviation from expected non-interaction effect. (1) Drug 1: CS(=O)(=O)C1=CC(=C(C=C1)C(=O)NC2=CC(=C(C=C2)Cl)C3=CC=CC=N3)Cl. Drug 2: CC(C1=C(C=CC(=C1Cl)F)Cl)OC2=C(N=CC(=C2)C3=CN(N=C3)C4CCNCC4)N. Cell line: T-47D. Synergy scores: CSS=2.16, Synergy_ZIP=-1.83, Synergy_Bliss=-2.08, Synergy_Loewe=-5.39, Synergy_HSA=-4.29. (2) Drug 1: C1CCC(CC1)NC(=O)N(CCCl)N=O. Drug 2: C1CN1P(=S)(N2CC2)N3CC3. Cell line: NCI-H322M. Synergy scores: CSS=-7.05, Synergy_ZIP=1.23, Synergy_Bliss=-4.50, Synergy_Loewe=-9.87, Synergy_HSA=-9.61. (3) Drug 2: CCN(CC)CCCC(C)NC1=C2C=C(C=CC2=NC3=C1C=CC(=C3)Cl)OC. Synergy scores: CSS=5.40, Synergy_ZIP=-2.66, Synergy_Bliss=3.42, Synergy_Loewe=-9.11, Synergy_HSA=0.602. Drug 1: C1C(C(OC1N2C=NC3=C(N=C(N=C32)Cl)N)CO)O. Cell line: MCF7. (4) Drug 1: CC1=C(C=C(C=C1)NC2=NC=CC(=N2)N(C)C3=CC4=NN(C(=C4C=C3)C)C)S(=O)(=O)N.Cl. Drug 2: CC1=C(N=C(N=C1N)C(CC(=O)N)NCC(C(=O)N)N)C(=O)NC(C(C2=CN=CN2)OC3C(C(C(C(O3)CO)O)O)OC4C(C(C(C(O4)CO)O)OC(=O)N)O)C(=O)NC(C)C(C(C)C(=O)NC(C(C)O)C(=O)NCCC5=NC(=CS5)C6=NC(=CS6)C(=O)NCCC[S+](C)C)O. Cell line: NCIH23. Synergy scores: CSS=1.04, Synergy_ZIP=-6.65, Synergy_Bliss=-13.8, Synergy_Loewe=-23.0, Synergy_HSA=-13.3.